The task is: Regression. Given a peptide amino acid sequence and an MHC pseudo amino acid sequence, predict their binding affinity value. This is MHC class II binding data.. This data is from Peptide-MHC class II binding affinity with 134,281 pairs from IEDB. (1) The peptide sequence is QAGGKLCPNNLCCSQ. The MHC is HLA-DPA10201-DPB10501 with pseudo-sequence HLA-DPA10201-DPB10501. The binding affinity (normalized) is 0. (2) The peptide sequence is ARTDLLAFTAFPKQI. The MHC is HLA-DPA10201-DPB10101 with pseudo-sequence HLA-DPA10201-DPB10101. The binding affinity (normalized) is 0.388. (3) The peptide sequence is LSEEKVPWDQVVMTS. The MHC is HLA-DQA10201-DQB10402 with pseudo-sequence HLA-DQA10201-DQB10402. The binding affinity (normalized) is 0.364. (4) The peptide sequence is KYYLRLWAPELAKSQ. The MHC is DRB1_1201 with pseudo-sequence DRB1_1201. The binding affinity (normalized) is 0.441. (5) The peptide sequence is DVKFPGGGQIVGGVY. The MHC is DRB1_1101 with pseudo-sequence DRB1_1101. The binding affinity (normalized) is 0.0524.